From a dataset of Forward reaction prediction with 1.9M reactions from USPTO patents (1976-2016). Predict the product of the given reaction. (1) Given the reactants [Br:1][C:2]1[C:3]([CH:16]=O)=[C:4]([O:14][CH3:15])[C:5]2[C:10]([C:11]=1[O:12][CH3:13])=[CH:9][CH:8]=[CH:7][CH:6]=2.CO[C:20]1C2C(=CC=CC=2)C(OC)=C[C:21]=1/[CH:32]=[C:33](\C)/[C:34]([O:36][CH2:37][CH3:38])=[O:35], predict the reaction product. The product is: [Br:1][C:2]1[C:3](/[CH:16]=[C:33](\[CH2:32][CH2:21][CH3:20])/[C:34]([O:36][CH2:37][CH3:38])=[O:35])=[C:4]([O:14][CH3:15])[C:5]2[C:10]([C:11]=1[O:12][CH3:13])=[CH:9][CH:8]=[CH:7][CH:6]=2. (2) Given the reactants [NH:1]1[CH2:6][CH2:5][C:4]2([O:11][C:10]3[C:12]4[C:17]([C:18](=[O:21])[C:19](=[O:20])[C:9]=3[S:8][CH2:7]2)=[CH:16][CH:15]=[CH:14][CH:13]=4)[CH2:3][CH2:2]1.Br[CH2:23][C:24]1[CH:29]=[CH:28][C:27]([F:30])=[C:26]([Cl:31])[CH:25]=1, predict the reaction product. The product is: [Cl:31][C:26]1[CH:25]=[C:24]([CH:29]=[CH:28][C:27]=1[F:30])[CH2:23][N:1]1[CH2:2][CH2:3][C:4]2([O:11][C:10]3[C:12]4[C:17]([C:18](=[O:21])[C:19](=[O:20])[C:9]=3[S:8][CH2:7]2)=[CH:16][CH:15]=[CH:14][CH:13]=4)[CH2:5][CH2:6]1. (3) Given the reactants [F:1][C:2]1[CH:7]=[CH:6][CH:5]=[CH:4][C:3]=1[CH2:8][S:9][C:10]1[N:18]=[C:17]2[C:13]([N:14]=[C:15]([NH:19]C(=O)OCC)[NH:16]2)=[C:12]([NH:25][C@H:26]([CH3:29])[CH2:27][OH:28])[N:11]=1.O.[OH-].[Li+], predict the reaction product. The product is: [NH3:11].[NH2:19][C:15]1[NH:16][C:17]2[C:13]([N:14]=1)=[C:12]([NH:25][C@H:26]([CH3:29])[CH2:27][OH:28])[N:11]=[C:10]([S:9][CH2:8][C:3]1[CH:4]=[CH:5][CH:6]=[CH:7][C:2]=1[F:1])[N:18]=2. (4) Given the reactants [CH3:1][N:2]([CH3:25])[CH2:3][CH2:4][NH:5][S:6]([CH:9]1[CH2:14][CH2:13][N:12]([C:15](OCC2C=CC=CC=2)=O)[CH2:11][CH2:10]1)(=[O:8])=[O:7].ClC1[N:32]=[C:31]([N:33]2[CH2:38][CH2:37][O:36][CH2:35][CH2:34]2)[N:30]=[C:29]([N:39]2[C:43]3[CH:44]=[CH:45][CH:46]=[C:47]([O:48][CH3:49])[C:42]=3[N:41]=[C:40]2[CH:50]([F:52])[F:51])[N:28]=1.CCN(C(C)C)C(C)C, predict the reaction product. The product is: [F:52][CH:50]([F:51])[C:40]1[N:39]([C:29]2[N:30]=[C:31]([N:33]3[CH2:34][CH2:35][O:36][CH2:37][CH2:38]3)[N:32]=[C:15]([N:12]3[CH2:11][CH2:10][CH:9]([S:6]([NH:5][CH2:4][CH2:3][N:2]([CH3:1])[CH3:25])(=[O:7])=[O:8])[CH2:14][CH2:13]3)[N:28]=2)[C:43]2[CH:44]=[CH:45][CH:46]=[C:47]([O:48][CH3:49])[C:42]=2[N:41]=1. (5) Given the reactants [CH2:1]([C:3]1[CH:4]=[C:5]([CH:7]=[CH:8][CH:9]=1)[NH2:6])[CH3:2].[CH3:10][C:11](OC(C)=O)=[O:12], predict the reaction product. The product is: [C:11]([NH:6][C:5]1[CH:4]=[C:3]([CH2:1][CH3:2])[CH:9]=[CH:8][CH:7]=1)(=[O:12])[CH3:10]. (6) Given the reactants [Cl:1][C:2]1[N:7]=[C:6]([C:8]2[CH:9]=[C:10]([CH:13]=[CH:14][CH:15]=2)[CH:11]=O)[CH:5]=[CH:4][N:3]=1.[C:16]([O:20][C:21]([N:23]1[CH2:29][CH2:28][CH2:27][NH:26][CH2:25][CH2:24]1)=[O:22])([CH3:19])([CH3:18])[CH3:17], predict the reaction product. The product is: [C:16]([O:20][C:21]([N:23]1[CH2:29][CH2:28][CH2:27][N:26]([CH2:11][C:10]2[CH:13]=[CH:14][CH:15]=[C:8]([C:6]3[CH:5]=[CH:4][N:3]=[C:2]([Cl:1])[N:7]=3)[CH:9]=2)[CH2:25][CH2:24]1)=[O:22])([CH3:19])([CH3:17])[CH3:18]. (7) The product is: [CH3:22][N:20]1[CH:21]=[C:17]([C:14]2[CH:15]=[C:16]3[C:8]([C:6]4[N:7]=[C:2]([C:37]5[CH2:42][CH2:41][N:40]([C:43]([O:45][C:46]([CH3:49])([CH3:48])[CH3:47])=[O:44])[CH2:39][CH:38]=5)[CH:3]=[CH:4][CH:5]=4)=[N:9][N:10]([CH:23]4[CH2:28][CH2:27][CH2:26][CH2:25][O:24]4)[C:11]3=[CH:12][N:13]=2)[CH:18]=[N:19]1. Given the reactants Cl[C:2]1[N:7]=[C:6]([C:8]2[C:16]3[C:11](=[CH:12][N:13]=[C:14]([C:17]4[CH:18]=[N:19][N:20]([CH3:22])[CH:21]=4)[CH:15]=3)[N:10]([CH:23]3[CH2:28][CH2:27][CH2:26][CH2:25][O:24]3)[N:9]=2)[CH:5]=[CH:4][CH:3]=1.CC1(C)C(C)(C)OB([C:37]2[CH2:42][CH2:41][N:40]([C:43]([O:45][C:46]([CH3:49])([CH3:48])[CH3:47])=[O:44])[CH2:39][CH:38]=2)O1.C(=O)([O-])[O-].[Cs+].[Cs+].ClCCl, predict the reaction product.